From a dataset of Reaction yield outcomes from USPTO patents with 853,638 reactions. Predict the reaction yield, written as a fraction of the theoretical maximum amount of product (1.0 means a 100% yield; for example, 0.34 means a 34% yield). (1) The reactants are Br[C:2]1[S:6][C:5]([NH:7][C:8]([NH:10][C:11]2[CH:16]=[CH:15][C:14]([CH3:17])=[CH:13][C:12]=2[C:18]([CH:20]2[CH2:24][CH2:23][CH2:22][CH2:21]2)=[O:19])=[O:9])=[N:4][CH:3]=1.[CH3:25][O:26][C:27](=[O:30])[CH2:28][SH:29]. No catalyst specified. The product is [CH3:25][O:26][C:27](=[O:30])[CH2:28][S:29][C:2]1[S:6][C:5]([NH:7][C:8]([NH:10][C:11]2[CH:16]=[CH:15][C:14]([CH3:17])=[CH:13][C:12]=2[C:18]([CH:20]2[CH2:24][CH2:23][CH2:22][CH2:21]2)=[O:19])=[O:9])=[N:4][CH:3]=1. The yield is 0.300. (2) The reactants are [N+:1]([C:4]1[CH:5]=[C:6]([CH:21]=[CH:22][CH:23]=1)[O:7][CH:8]1[CH2:13][CH2:12][N:11]([C:14]([O:16][C:17]([CH3:20])([CH3:19])[CH3:18])=[O:15])[CH2:10][CH2:9]1)([O-])=O. The catalyst is CO.[Ni]. The product is [NH2:1][C:4]1[CH:5]=[C:6]([CH:21]=[CH:22][CH:23]=1)[O:7][CH:8]1[CH2:13][CH2:12][N:11]([C:14]([O:16][C:17]([CH3:20])([CH3:18])[CH3:19])=[O:15])[CH2:10][CH2:9]1. The yield is 0.700. (3) The reactants are C(Cl)(=O)C(Cl)=O.CS(C)=O.[Si:11]([O:28][CH2:29][C@@H:30]1[CH2:34][CH2:33][C@@:32]([C@@H:36]([CH3:41])/[CH:37]=[CH:38]/[CH2:39][OH:40])([CH3:35])[C:31]1([CH3:43])[CH3:42])([C:24]([CH3:27])([CH3:26])[CH3:25])([C:18]1[CH:23]=[CH:22][CH:21]=[CH:20][CH:19]=1)[C:12]1[CH:17]=[CH:16][CH:15]=[CH:14][CH:13]=1.C(N(CC)CC)C. The catalyst is C(Cl)Cl.O. The product is [Si:11]([O:28][CH2:29][C@@H:30]1[CH2:34][CH2:33][C@@:32]([C@@H:36]([CH3:41])/[CH:37]=[CH:38]/[CH:39]=[O:40])([CH3:35])[C:31]1([CH3:42])[CH3:43])([C:24]([CH3:26])([CH3:27])[CH3:25])([C:18]1[CH:19]=[CH:20][CH:21]=[CH:22][CH:23]=1)[C:12]1[CH:13]=[CH:14][CH:15]=[CH:16][CH:17]=1. The yield is 0.920. (4) The reactants are [OH:1][CH2:2][C:3]1[CH:4]=[C:5]([CH:8]=[CH:9][CH:10]=1)[C:6]#[N:7].[O:11]1[CH:16]=[CH:15][CH2:14][CH2:13][CH2:12]1. The catalyst is C(Cl)Cl.O.C1(C)C=CC(S(O)(=O)=O)=CC=1. The product is [O:11]1[CH2:16][CH2:15][CH2:14][CH2:13][CH:12]1[O:1][CH2:2][C:3]1[CH:4]=[C:5]([CH:8]=[CH:9][CH:10]=1)[C:6]#[N:7]. The yield is 0.890.